Dataset: Reaction yield outcomes from USPTO patents with 853,638 reactions. Task: Predict the reaction yield, written as a fraction of the theoretical maximum amount of product (1.0 means a 100% yield; for example, 0.34 means a 34% yield). (1) The reactants are [CH:1]1([CH2:6][C@@H:7]([C:19]([NH:21][NH:22][C:23]2[C:28]([F:29])=[C:27]([N:30]([CH3:38])[CH2:31][C:32]3[CH:37]=[CH:36][N:35]=[CH:34][CH:33]=3)[N:26]=[C:25]([CH3:39])[N:24]=2)=[O:20])[CH2:8][N:9]([O:12]C2CCCCO2)[CH:10]=[O:11])[CH2:5][CH2:4][CH2:3][CH2:2]1. The catalyst is C(O)(=O)C.O. The product is [CH:1]1([CH2:6][C@@H:7]([C:19]([NH:21][NH:22][C:23]2[C:28]([F:29])=[C:27]([N:30]([CH3:38])[CH2:31][C:32]3[CH:37]=[CH:36][N:35]=[CH:34][CH:33]=3)[N:26]=[C:25]([CH3:39])[N:24]=2)=[O:20])[CH2:8][N:9]([OH:12])[CH:10]=[O:11])[CH2:5][CH2:4][CH2:3][CH2:2]1. The yield is 0.330. (2) The reactants are C[O:2][C:3](=[O:21])[CH:4]([C:11]1[CH:16]=[CH:15][C:14]([C:17]#[C:18][CH2:19][OH:20])=[CH:13][CH:12]=1)[CH2:5][CH:6]1[CH2:10][CH2:9][CH2:8][CH2:7]1.[OH-].[Li+]. The catalyst is CO.O. The product is [CH:6]1([CH2:5][CH:4]([C:11]2[CH:16]=[CH:15][C:14]([C:17]#[C:18][CH2:19][OH:20])=[CH:13][CH:12]=2)[C:3]([OH:21])=[O:2])[CH2:10][CH2:9][CH2:8][CH2:7]1. The yield is 0.860. (3) The product is [Br:22][C:23]1[CH:24]=[C:25]([CH:29]=[CH:30][CH:31]=1)[C:26]([NH:9][CH2:8][CH2:7][C:6]#[N:5])=[O:28]. The catalyst is CN(C=O)C. The yield is 0.900. The reactants are CCN=C=[N:5][CH2:6][CH2:7][CH2:8][N:9](C)C.C1C=CC2N(O)N=NC=2C=1.[Br:22][C:23]1[CH:24]=[C:25]([CH:29]=[CH:30][CH:31]=1)[C:26]([OH:28])=O.NCCC#N.C(=O)(O)[O-].[Na+]. (4) The reactants are [F:1][C:2]1[CH:7]=[CH:6][CH:5]=[CH:4][C:3]=1[OH:8].F[C:10]1[CH:15]=[CH:14][CH:13]=[CH:12][C:11]=1[N+:16]([O-:18])=[O:17].[F:19][C:20]1[CH:33]=[CH:32][CH:31]=[CH:30][C:21]=1[O:22][C:23]1[CH:29]=[CH:28][CH:27]=[CH:26][C:24]=1[NH2:25].[NH2:34][C:35]1[S:36][CH:37]=[CH:38][N:39]=1. No catalyst specified. The product is [F:1][C:2]1[CH:7]=[CH:6][CH:5]=[CH:4][C:3]=1[O:8][C:10]1[CH:15]=[CH:14][CH:13]=[CH:12][C:11]=1[N+:16]([O-:18])=[O:17].[F:19][C:20]1[CH:33]=[CH:32][CH:31]=[CH:30][C:21]=1[O:22][C:23]1[CH:29]=[CH:28][CH:27]=[CH:26][C:24]=1[NH:25][C:3]([NH:34][C:35]1[S:36][CH:37]=[CH:38][N:39]=1)=[O:8]. The yield is 0.810. (5) The reactants are [F:1][C:2]1[C:7]([CH2:8]O)=[CH:6][CH:5]=[CH:4][N:3]=1.C1(P(C2C=CC=CC=2)C2C=CC=CC=2)C=CC=CC=1.C(Br)(Br)(Br)[Br:30]. The catalyst is C(Cl)Cl. The product is [Br:30][CH2:8][C:7]1[C:2]([F:1])=[N:3][CH:4]=[CH:5][CH:6]=1. The yield is 1.00. (6) The reactants are O.[NH2:2][NH2:3].N[O:5][C:6](=O)[CH2:7][N:8]1[CH2:12][CH:11]([CH2:13][CH2:14][CH3:15])[CH2:10][C:9]1=[O:16]. The catalyst is CCO.[Cl-].[Na+].O. The product is [O:16]=[C:9]1[CH2:10][CH:11]([CH2:13][CH2:14][CH3:15])[CH2:12][N:8]1[CH2:7][C:6]([NH:2][NH2:3])=[O:5]. The yield is 0.830. (7) The reactants are [F:1][C:2]1[C:7]2[O:8][CH2:9][O:10][C:6]=2[CH:5]=[C:4]([CH:11]=[O:12])[CH:3]=1.[BH4-].[Na+]. The catalyst is CO. The product is [F:1][C:2]1[C:7]2[O:8][CH2:9][O:10][C:6]=2[CH:5]=[C:4]([CH2:11][OH:12])[CH:3]=1. The yield is 0.980. (8) The reactants are CN(C(ON1N=NC2C=CC=NC1=2)=[N+](C)C)C.F[P-](F)(F)(F)(F)F.[O:25]1[CH2:29][CH2:28][C@@H:27]([NH:30][C:31]2[N:36]=[C:35]([C:37]([F:40])([F:39])[F:38])[C:34]([C:41]([OH:43])=O)=[CH:33][N:32]=2)[CH2:26]1.CCN(C(C)C)C(C)C.Cl.[NH2:54][CH:55]1[CH:62]2[CH2:63][C:58]3([OH:65])[CH2:59][CH:60]([CH2:64][CH:56]1[CH2:57]3)[CH2:61]2. The catalyst is CN(C=O)C.C(OCC)(=O)C. The product is [OH:65][C:58]12[CH2:63][CH:62]3[CH2:61][CH:60]([CH2:64][CH:56]([CH:55]3[NH:54][C:41]([C:34]3[C:35]([C:37]([F:38])([F:39])[F:40])=[N:36][C:31]([NH:30][C@@H:27]4[CH2:28][CH2:29][O:25][CH2:26]4)=[N:32][CH:33]=3)=[O:43])[CH2:57]1)[CH2:59]2. The yield is 0.580.